Dataset: Forward reaction prediction with 1.9M reactions from USPTO patents (1976-2016). Task: Predict the product of the given reaction. (1) Given the reactants [H-].[Na+].[NH:3]1[CH:7]=[CH:6][CH:5]=[C:4]1[C:8]([O:10][CH3:11])=[O:9].C1C=CC(OP(O[NH2:29])(OC2C=CC=CC=2)=O)=CC=1.S([O-])([O-])(=O)=S.[Na+].[Na+], predict the reaction product. The product is: [NH2:29][N:3]1[CH:7]=[CH:6][CH:5]=[C:4]1[C:8]([O:10][CH3:11])=[O:9]. (2) Given the reactants [Li+].C[Si]([N-][Si](C)(C)C)(C)C.[O:11]1[CH2:16][CH2:15][C:14](=[O:17])[CH2:13][CH2:12]1.Cl[C:19]([O:21][CH2:22][CH3:23])=[O:20], predict the reaction product. The product is: [O:17]=[C:14]1[CH2:15][CH2:16][O:11][CH2:12][CH:13]1[C:19]([O:21][CH2:22][CH3:23])=[O:20]. (3) Given the reactants [Br:1][C:2]1[C:3]([NH:15][NH2:16])=[N:4][CH:5]=[CH:6][C:7]=1[C:8]1[CH:13]=[CH:12][C:11]([Cl:14])=[CH:10][CH:9]=1.[C:17](N1C=CN=C1)(N1C=CN=C1)=[O:18], predict the reaction product. The product is: [Br:1][C:2]1[C:3]2[N:4]([C:17](=[O:18])[NH:16][N:15]=2)[CH:5]=[CH:6][C:7]=1[C:8]1[CH:9]=[CH:10][C:11]([Cl:14])=[CH:12][CH:13]=1. (4) Given the reactants [CH3:1][O:2][C:3]1[CH:44]=[CH:43][CH:42]=[CH:41][C:4]=1[CH2:5][NH:6][C:7]([C:9]1[N:13]([C:14]2[CH:15]=[C:16]([CH:20]3[CH2:25][CH2:24][N:23]([CH2:26][CH2:27][N:28](C)[C:29](=O)OC(C)(C)C)[CH2:22][CH2:21]3)[CH:17]=[CH:18][CH:19]=2)[N:12]=[C:11]([C:37]([F:40])([F:39])[F:38])[CH:10]=1)=[O:8].C(O)(C(F)(F)F)=O, predict the reaction product. The product is: [CH3:1][O:2][C:3]1[CH:44]=[CH:43][CH:42]=[CH:41][C:4]=1[CH2:5][NH:6][C:7]([C:9]1[N:13]([C:14]2[CH:19]=[CH:18][CH:17]=[C:16]([CH:20]3[CH2:25][CH2:24][N:23]([CH2:26][CH2:27][NH:28][CH3:29])[CH2:22][CH2:21]3)[CH:15]=2)[N:12]=[C:11]([C:37]([F:38])([F:39])[F:40])[CH:10]=1)=[O:8]. (5) Given the reactants [C:1]([C:4]1[CH:35]=[CH:34][C:7]([CH2:8][CH2:9][N:10]2[CH2:15][CH:14]=[C:13]([C:16]3[C:17]([C:28]4[CH:33]=[CH:32][N:31]=[CH:30][CH:29]=4)=[C:18]([C:21]4[CH:26]=[CH:25][C:24]([F:27])=[CH:23][CH:22]=4)[NH:19][CH:20]=3)[CH2:12][CH2:11]2)=[CH:6][CH:5]=1)([OH:3])=[O:2].[C:36](N1C=CN=C1)([N:38]1[CH:42]=[CH:41]N=[CH:39]1)=O.CN(CCO)C.O, predict the reaction product. The product is: [CH3:36][N:38]([CH2:42][CH2:41][O:2][C:1]([C:4]1[CH:35]=[CH:34][C:7]([CH2:8][CH2:9][N:10]2[CH2:11][CH:12]=[C:13]([C:16]3[C:17]([C:28]4[CH:29]=[CH:30][N:31]=[CH:32][CH:33]=4)=[C:18]([C:21]4[CH:26]=[CH:25][C:24]([F:27])=[CH:23][CH:22]=4)[NH:19][CH:20]=3)[CH2:14][CH2:15]2)=[CH:6][CH:5]=1)=[O:3])[CH3:39]. (6) Given the reactants [F:1][C:2]1[CH:8]=[CH:7][C:5]([NH2:6])=[CH:4][CH:3]=1.N1C=CC=CC=1.Cl[S:16]([C:19]1[CH:28]=[CH:27][C:22]([C:23]([O:25][CH3:26])=[O:24])=[CH:21][CH:20]=1)(=[O:18])=[O:17], predict the reaction product. The product is: [CH3:26][O:25][C:23](=[O:24])[C:22]1[CH:21]=[CH:20][C:19]([S:16](=[O:17])(=[O:18])[NH:6][C:5]2[CH:7]=[CH:8][C:2]([F:1])=[CH:3][CH:4]=2)=[CH:28][CH:27]=1. (7) Given the reactants O=C1CCC(=O)N1[O:8][C:9](=O)[CH2:10][CH2:11][CH:12]([NH:20][C:21](=[O:47])[CH2:22][CH2:23][CH2:24][CH2:25][CH2:26][CH2:27][CH2:28][CH2:29][CH2:30][CH2:31][CH2:32][CH2:33][CH2:34][CH2:35][CH2:36][CH2:37][CH2:38][CH2:39][C:40]([O:42][C:43]([CH3:46])([CH3:45])[CH3:44])=[O:41])[C:13]([O:15][C:16]([CH3:19])([CH3:18])[CH3:17])=[O:14].[NH2:49][CH2:50][CH2:51][O:52][CH2:53][CH2:54][O:55][CH2:56][C:57]([NH:59][CH2:60][CH2:61][O:62][CH2:63][CH2:64][O:65][CH2:66][C:67]([OH:69])=[O:68])=[O:58].NCCOCCOCC(O)=O.CCN(C(C)C)C(C)C, predict the reaction product. The product is: [C:43]([O:42][C:40](=[O:41])[CH2:39][CH2:38][CH2:37][CH2:36][CH2:35][CH2:34][CH2:33][CH2:32][CH2:31][CH2:30][CH2:29][CH2:28][CH2:27][CH2:26][CH2:25][CH2:24][CH2:23][CH2:22][C:21](=[O:47])[NH:20][C@H:12]([C:13]([O:15][C:16]([CH3:19])([CH3:18])[CH3:17])=[O:14])[CH2:11][CH2:10][C:9](=[O:8])[NH:49][CH2:50][CH2:51][O:52][CH2:53][CH2:54][O:55][CH2:56][C:57](=[O:58])[NH:59][CH2:60][CH2:61][O:62][CH2:63][CH2:64][O:65][CH2:66][C:67]([OH:69])=[O:68])([CH3:46])([CH3:44])[CH3:45]. (8) The product is: [ClH:33].[F:22][C:17]1[C:16]([NH:23][C:24]2[CH:29]=[CH:28][C:27]([I:30])=[CH:26][C:25]=2[F:31])=[C:15]([CH:20]=[CH:19][C:18]=1[F:21])[C:13]([NH:12][O:11][CH2:10][CH2:9][NH:7][CH3:6])=[O:14]. Given the reactants C(O[C:6](=O)[N:7]([CH2:9][CH2:10][O:11][NH:12][C:13]([C:15]1[CH:20]=[CH:19][C:18]([F:21])=[C:17]([F:22])[C:16]=1[NH:23][C:24]1[CH:29]=[CH:28][C:27]([I:30])=[CH:26][C:25]=1[F:31])=[O:14])C)(C)(C)C.[ClH:33], predict the reaction product. (9) Given the reactants [C:1]([O:4][CH2:5][CH2:6][O:7][C:8]1[CH:13]=[CH:12][C:11]([C:14]([N:16]2[C:22]3[CH:23]=[CH:24][CH:25]=[CH:26][C:21]=3[CH2:20][N:19]([CH2:27][C:28](=[N:33]OC(=O)C)[NH:29][C:30](=[O:32])[CH3:31])[C:18](=[O:38])[CH2:17]2)=[O:15])=[C:10]([Cl:39])[CH:9]=1)(=[O:3])[CH3:2], predict the reaction product. The product is: [C:1]([O:4][CH2:5][CH2:6][O:7][C:8]1[CH:13]=[CH:12][C:11]([C:14]([N:16]2[C:22]3[CH:23]=[CH:24][CH:25]=[CH:26][C:21]=3[CH2:20][N:19]([CH2:27][C:28]3[N:29]=[C:30]([CH3:31])[O:32][N:33]=3)[C:18](=[O:38])[CH2:17]2)=[O:15])=[C:10]([Cl:39])[CH:9]=1)(=[O:3])[CH3:2]. (10) Given the reactants [Br:1][C:2]1[S:6][C:5]([C:7]([OH:9])=[O:8])=[CH:4][CH:3]=1.[CH3:10][Si](C=[N+]=[N-])(C)C, predict the reaction product. The product is: [Br:1][C:2]1[S:6][C:5]([C:7]([O:9][CH3:10])=[O:8])=[CH:4][CH:3]=1.